From a dataset of hERG Central: cardiac toxicity at 1µM, 10µM, and general inhibition. Predict hERG channel inhibition at various concentrations. The drug is O=C(NCCS(=O)(=O)N1CCN(c2ccccc2F)CC1)c1ccc(Cl)cc1. Results: hERG_inhib (hERG inhibition (general)): blocker.